Dataset: SARS-CoV-2 main protease (3CLPro) crystallographic fragment screen with 879 compounds. Task: Binary Classification. Given a drug SMILES string, predict its activity (active/inactive) in a high-throughput screening assay against a specified biological target. (1) The compound is CN(C(=O)C1CCNC1)c1ccccc1. The result is 0 (inactive). (2) The compound is Oc1ncc(NC2CCCCC2)c(O)n1. The result is 0 (inactive). (3) The result is 0 (inactive). The molecule is Fc1ccc(CNCc2ccccc2)cc1. (4) The drug is COC(=O)C1(C)CCCN1S(C)(=O)=O. The result is 0 (inactive). (5) The compound is Brc1cn[nH]c1. The result is 0 (inactive). (6) The molecule is CC1C(O)CCCN1Cc1ccccc1. The result is 1 (active). (7) The drug is NC[C@H]1COC[C@H]1c1ccccc1F. The result is 0 (inactive). (8) The molecule is NCC(=O)O. The result is 0 (inactive). (9) The compound is CS(=O)(=O)NC1CCNCC1. The result is 0 (inactive).